The task is: Predict the reactants needed to synthesize the given product.. This data is from Full USPTO retrosynthesis dataset with 1.9M reactions from patents (1976-2016). (1) The reactants are: [Cl:1][C:2]1[CH:3]=[C:4]([C:12]2[S:13][C:14]([C:17]3[C:18]([CH2:31][CH3:32])=[C:19]([CH2:23][N:24]([CH3:30])[CH2:25][C:26]([O:28]C)=[O:27])[CH:20]=[CH:21][CH:22]=3)=[CH:15][N:16]=2)[CH:5]=[CH:6][C:7]=1[O:8][CH:9]([CH3:11])[CH3:10].[OH-].[Na+]. Given the product [Cl:1][C:2]1[CH:3]=[C:4]([C:12]2[S:13][C:14]([C:17]3[C:18]([CH2:31][CH3:32])=[C:19]([CH2:23][N:24]([CH3:30])[CH2:25][C:26]([OH:28])=[O:27])[CH:20]=[CH:21][CH:22]=3)=[CH:15][N:16]=2)[CH:5]=[CH:6][C:7]=1[O:8][CH:9]([CH3:11])[CH3:10], predict the reactants needed to synthesize it. (2) Given the product [NH:21]1[CH2:22][CH2:23][CH:18]([NH:17][C:2]2[C:11]3[C:6](=[CH:7][CH:8]=[C:9]([C:12]([F:15])([F:14])[F:13])[CH:10]=3)[O:5][C:4](=[O:16])[CH:3]=2)[CH2:19][CH2:20]1, predict the reactants needed to synthesize it. The reactants are: Cl[C:2]1[C:11]2[C:6](=[CH:7][CH:8]=[C:9]([C:12]([F:15])([F:14])[F:13])[CH:10]=2)[O:5][C:4](=[O:16])[CH:3]=1.[NH2:17][CH:18]1[CH2:23][CH2:22][N:21](C(OC(C)(C)C)=O)[CH2:20][CH2:19]1.ClC1C2C(=CC(Cl)=C(Cl)C=2)OC(=O)C=1.O1C2C=CC(N3CCC(N)CC3)=CC=2OC1.